This data is from Full USPTO retrosynthesis dataset with 1.9M reactions from patents (1976-2016). The task is: Predict the reactants needed to synthesize the given product. (1) Given the product [CH3:1][CH:2]1[CH2:7][CH2:6][N:5]([C:8]2[CH:13]=[C:12]([CH:14]3[CH2:19][CH2:18][N:17]([CH2:32][C:31]([F:36])([F:35])[F:30])[CH2:16][CH2:15]3)[CH:11]=[CH:10][C:9]=2[NH:20][C:21]([C:23]2[NH:24][CH:25]=[C:26]([C:28]#[N:29])[CH:27]=2)=[O:22])[CH2:4][CH2:3]1, predict the reactants needed to synthesize it. The reactants are: [CH3:1][CH:2]1[CH2:7][CH2:6][N:5]([C:8]2[CH:13]=[C:12]([CH:14]3[CH2:19][CH2:18][NH:17][CH2:16][CH2:15]3)[CH:11]=[CH:10][C:9]=2[NH:20][C:21]([C:23]2[NH:24][CH:25]=[C:26]([C:28]#[N:29])[CH:27]=2)=[O:22])[CH2:4][CH2:3]1.[F:30][C:31]([F:36])([F:35])[C:32](O)=O.FC(F)(F)COS(C(F)(F)F)(=O)=O.C([O-])([O-])=O.[Na+].[Na+]. (2) Given the product [CH3:23][O:24][CH2:25][CH2:26][CH2:27][N:28]([CH3:32])[CH2:29][CH2:30][NH:31][C:2]1[N:3]=[N+:4]([O-:15])[C:5]2[CH:14]=[C:13]3[C:9]([CH2:10][CH2:11][CH2:12]3)=[CH:8][C:6]=2[N:7]=1, predict the reactants needed to synthesize it. The reactants are: Cl[C:2]1[N:3]=[N+:4]([O-:15])[C:5]2[CH:14]=[C:13]3[C:9]([CH2:10][CH2:11][CH2:12]3)=[CH:8][C:6]=2[N:7]=1.CCN(CC)CC.[CH3:23][O:24][CH2:25][CH2:26][CH2:27][N:28]([CH3:32])[CH2:29][CH2:30][NH2:31]. (3) Given the product [O:28]=[C:19]1[C:20]2[S:17][CH2:16][C:2]3([CH2:3][CH2:4][CH:5]([NH:8][C:9](=[O:15])[O:10][C:11]([CH3:12])([CH3:13])[CH3:14])[CH2:6][CH2:7]3)[O:1][C:21]=2[C:22]2[C:27](=[CH:26][CH:25]=[CH:24][CH:23]=2)[C:18]1=[O:29], predict the reactants needed to synthesize it. The reactants are: [OH:1][C:2]1([CH2:16][SH:17])[CH2:7][CH2:6][CH:5]([NH:8][C:9](=[O:15])[O:10][C:11]([CH3:14])([CH3:13])[CH3:12])[CH2:4][CH2:3]1.[C:18]1(=[O:29])[C:27]2[C:22](=[CH:23][CH:24]=[CH:25][CH:26]=2)[CH:21]=[CH:20][C:19]1=[O:28]. (4) Given the product [N:28]([CH2:12][C@@H:13]([NH:20][C:21](=[O:22])[O:23][C:24]([CH3:27])([CH3:26])[CH3:25])[C:14]1[CH:19]=[CH:18][CH:17]=[CH:16][CH:15]=1)=[N+:29]=[N-:30], predict the reactants needed to synthesize it. The reactants are: CC1C=CC(S(O[CH2:12][C@@H:13]([NH:20][C:21]([O:23][C:24]([CH3:27])([CH3:26])[CH3:25])=[O:22])[C:14]2[CH:19]=[CH:18][CH:17]=[CH:16][CH:15]=2)(=O)=O)=CC=1.[N-:28]=[N+:29]=[N-:30].[Na+]. (5) Given the product [CH3:3][C:4]1([C:9]2[CH:10]=[C:11]([CH:21]=[CH:22][CH:23]=2)[CH2:12][N:13]2[N:17]=[C:16]([NH2:18])[CH:15]=[N:14]2)[O:8][CH2:7][CH2:6][O:5]1, predict the reactants needed to synthesize it. The reactants are: N#N.[CH3:3][C:4]1([C:9]2[CH:10]=[C:11]([CH:21]=[CH:22][CH:23]=2)[CH2:12][N:13]2[N:17]=[C:16]([N+:18]([O-])=O)[CH:15]=[N:14]2)[O:8][CH2:7][CH2:6][O:5]1.[NH4+].[Cl-]. (6) The reactants are: [Cl:1][C:2]1[CH:7]=[C:6]([NH:8][C:9]2[CH:14]=[CH:13][C:12]([Cl:15])=[CH:11][C:10]=2[CH3:16])[CH:5]=[CH:4][C:3]=1[C:17]([C:19]1[CH:24]=[C:23]([O:25][CH2:26][CH:27]2[CH2:31][O:30]C(C)(C)[O:28]2)[CH:22]=[CH:21][C:20]=1[F:34])=[O:18]. Given the product [Cl:1][C:2]1[CH:7]=[C:6]([NH:8][C:9]2[CH:14]=[CH:13][C:12]([Cl:15])=[CH:11][C:10]=2[CH3:16])[CH:5]=[CH:4][C:3]=1[C:17]([C:19]1[CH:24]=[C:23]([O:25][CH2:26][CH:27]([OH:28])[CH2:31][OH:30])[CH:22]=[CH:21][C:20]=1[F:34])=[O:18], predict the reactants needed to synthesize it. (7) Given the product [C:22]([O:26][C:27]([N:29]1[CH2:34][CH2:33][CH:32]([C:35]2[CH:40]=[CH:39][C:38]([NH:41][C:2]3[N:21]=[C:5]4[C:6]([S:10][C:11]5[CH:16]=[CH:15][C:14]([NH:17][C:18](=[O:20])[CH3:19])=[CH:13][CH:12]=5)=[CH:7][CH:8]=[CH:9][N:4]4[N:3]=3)=[CH:37][CH:36]=2)[CH2:31][CH2:30]1)=[O:28])([CH3:25])([CH3:23])[CH3:24], predict the reactants needed to synthesize it. The reactants are: Cl[C:2]1[N:21]=[C:5]2[C:6]([S:10][C:11]3[CH:16]=[CH:15][C:14]([NH:17][C:18](=[O:20])[CH3:19])=[CH:13][CH:12]=3)=[CH:7][CH:8]=[CH:9][N:4]2[N:3]=1.[C:22]([O:26][C:27]([N:29]1[CH2:34][CH2:33][CH:32]([C:35]2[CH:40]=[CH:39][C:38]([NH2:41])=[CH:37][CH:36]=2)[CH2:31][CH2:30]1)=[O:28])([CH3:25])([CH3:24])[CH3:23].C1(P(C2CCCCC2)C2C=CC=CC=2C2C=CC=CC=2P(C2CCCCC2)C2CCCCC2)CCCCC1.